The task is: Predict the reactants needed to synthesize the given product.. This data is from Full USPTO retrosynthesis dataset with 1.9M reactions from patents (1976-2016). (1) Given the product [C:1]([C:4]1[C:5]([C:28]2[CH:29]=[CH:30][C:31]([F:32])=[C:26]([Cl:25])[CH:27]=2)=[N:6][N:7]2[CH2:12][CH:11]([C:13]([F:16])([F:15])[F:14])[N:10]([C:17]([O:19][C:20]([CH3:23])([CH3:22])[CH3:21])=[O:18])[CH2:9][C:8]=12)(=[O:3])[NH2:2], predict the reactants needed to synthesize it. The reactants are: [C:1]([C:4]1[C:5](I)=[N:6][N:7]2[CH2:12][CH:11]([C:13]([F:16])([F:15])[F:14])[N:10]([C:17]([O:19][C:20]([CH3:23])([CH3:22])[CH3:21])=[O:18])[CH2:9][C:8]=12)(=[O:3])[NH2:2].[Cl:25][C:26]1[CH:27]=[C:28](B(O)O)[CH:29]=[CH:30][C:31]=1[F:32].C([O-])([O-])=O.[Na+].[Na+]. (2) Given the product [Cl:1][C:2]1[CH:7]=[CH:6][C:5]([N:8]([C@H:12]2[C:21]3[C:16](=[CH:17][CH:18]=[CH:19][CH:20]=3)[N:15]([C:22](=[O:37])[C:23]3[CH:28]=[CH:27][C:26]([O:29][CH2:30][CH:31]4[CH2:36][CH2:35][N:34]([CH2:39][CH3:40])[CH2:33][CH2:32]4)=[CH:25][CH:24]=3)[C@@H:14]([CH3:38])[CH2:13]2)[C:9](=[O:11])[CH3:10])=[CH:4][CH:3]=1, predict the reactants needed to synthesize it. The reactants are: [Cl:1][C:2]1[CH:7]=[CH:6][C:5]([N:8]([C@H:12]2[C:21]3[C:16](=[CH:17][CH:18]=[CH:19][CH:20]=3)[N:15]([C:22](=[O:37])[C:23]3[CH:28]=[CH:27][C:26]([O:29][CH2:30][CH:31]4[CH2:36][CH2:35][NH:34][CH2:33][CH2:32]4)=[CH:25][CH:24]=3)[C@@H:14]([CH3:38])[CH2:13]2)[C:9](=[O:11])[CH3:10])=[CH:4][CH:3]=1.[CH:39](=O)[CH3:40].[BH-](OC(C)=O)(OC(C)=O)OC(C)=O.[Na+].